Dataset: Full USPTO retrosynthesis dataset with 1.9M reactions from patents (1976-2016). Task: Predict the reactants needed to synthesize the given product. (1) Given the product [CH2:9]([C@@:16]12[CH2:29][CH2:28][C@@:27]([CH2:31][CH3:32])([OH:30])[CH2:26][C@@H:25]1[CH:24]=[CH:23][C:22]1[CH:21]=[C:20]([C:33]([NH:8][C:7]3[C:2]([CH3:1])=[N:3][CH:4]=[CH:5][CH:6]=3)=[O:34])[CH:19]=[CH:18][C:17]2=1)[C:10]1[CH:11]=[CH:12][CH:13]=[CH:14][CH:15]=1, predict the reactants needed to synthesize it. The reactants are: [CH3:1][C:2]1[C:7]([NH2:8])=[CH:6][CH:5]=[CH:4][N:3]=1.[CH2:9]([C@@:16]12[CH2:29][CH2:28][C@@:27]([CH2:31][CH3:32])([OH:30])[CH2:26][C@@H:25]1[CH:24]=[CH:23][C:22]1[CH:21]=[C:20]([C:33](OC)=[O:34])[CH:19]=[CH:18][C:17]2=1)[C:10]1[CH:15]=[CH:14][CH:13]=[CH:12][CH:11]=1.[Li+].C[Si]([N-][Si](C)(C)C)(C)C. (2) Given the product [C:20]([CH2:19][N:3]1[C:4]([C:11]([O:13][CH2:14][CH3:15])=[O:12])=[CH:5][C:6]2[CH:7]3[CH2:10][CH:1]([CH2:9][CH2:8]3)[C:2]1=2)#[N:21], predict the reactants needed to synthesize it. The reactants are: [CH:1]12[CH2:10][CH:7]([CH2:8][CH2:9]1)[C:6]1[CH:5]=[C:4]([C:11]([O:13][CH2:14][CH3:15])=[O:12])[NH:3][C:2]2=1.[H-].[Na+].Br[CH2:19][C:20]#[N:21].O. (3) Given the product [Cl:8][C:9]1[C:14]([CH:15]=[N:2][OH:3])=[C:13]([Cl:17])[N:12]=[C:11]([S:18][CH3:19])[N:10]=1, predict the reactants needed to synthesize it. The reactants are: Cl.[NH2:2][OH:3].CC(O)=O.[Cl:8][C:9]1[C:14]([CH:15]=O)=[C:13]([Cl:17])[N:12]=[C:11]([S:18][CH3:19])[N:10]=1.